Predict the product of the given reaction. From a dataset of Forward reaction prediction with 1.9M reactions from USPTO patents (1976-2016). (1) The product is: [CH2:12]([C:1]1[CH:6]=[CH:5][C:4]([O:7][CH2:8][C:9]([Cl:11])=[O:10])=[CH:3][CH:2]=1)[CH2:13][CH3:14]. Given the reactants [C:1]1([CH3:12])[CH:6]=[CH:5][C:4]([O:7][CH2:8][C:9]([Cl:11])=[O:10])=[CH:3][CH:2]=1.[CH2:13](C1C=CC(OCC(O)=O)=CC=1)[CH2:14]C.O=S(Cl)Cl, predict the reaction product. (2) Given the reactants [N-:1]=[N+:2]=[N-:3].[Na+].CS(O[CH2:10][CH2:11][O:12][CH2:13][CH2:14][NH:15][C:16]([O:18][C:19]([CH3:22])([CH3:21])[CH3:20])=[O:17])(=O)=O, predict the reaction product. The product is: [N:1]([CH2:10][CH2:11][O:12][CH2:13][CH2:14][NH:15][C:16](=[O:17])[O:18][C:19]([CH3:22])([CH3:21])[CH3:20])=[N+:2]=[N-:3]. (3) Given the reactants Cl[C:2]1[CH:3]=[C:4]([CH:28]=[CH:29][N:30]=1)[C:5]([NH:7]C1C=C(C2C=CC(C(NCC3CC3)=O)=CC=2)C(C)=CC=1)=[O:6], predict the reaction product. The product is: [C:5]([NH2:7])(=[O:6])[C:4]1[CH:28]=[CH:29][N:30]=[CH:2][CH:3]=1. (4) Given the reactants [CH2:1]([O:8][C:9]1[C:10]([NH2:15])=[N:11][CH:12]=[CH:13][CH:14]=1)[C:2]1[CH:7]=[CH:6][CH:5]=[CH:4][CH:3]=1.Br[CH2:17][C:18]([C:20]1[CH:25]=[CH:24][C:23]([F:26])=[CH:22][CH:21]=1)=O, predict the reaction product. The product is: [CH2:1]([O:8][C:9]1[C:10]2[N:11]([CH:17]=[C:18]([C:20]3[CH:25]=[CH:24][C:23]([F:26])=[CH:22][CH:21]=3)[N:15]=2)[CH:12]=[CH:13][CH:14]=1)[C:2]1[CH:3]=[CH:4][CH:5]=[CH:6][CH:7]=1. (5) Given the reactants [CH:1](=O)[C:2]1[CH:7]=[CH:6][CH:5]=[CH:4][CH:3]=1.CCCCCC.CC1CCCN(C)C1(C)C.[Cl:25][C:26]1[CH:31]=[N:30][CH:29]=[CH:28][N:27]=1.Cl.C(=O)(O)[O-:34].[Na+], predict the reaction product. The product is: [Cl:25][C:26]1[C:31]([CH2:1][C:2]2([OH:34])[CH:7]=[CH:6][CH:5]=[CH:4][CH2:3]2)=[N:30][CH:29]=[CH:28][N:27]=1. (6) Given the reactants [CH2:1]([N:3]1[CH:8]2[CH2:9][CH2:10][CH:4]1[CH2:5][CH:6]([C:11]1[N:16]3[N:17]=[C:18]([C:30]4[CH:35]=[CH:34][N:33]=[CH:32][CH:31]=4)[C:19]([C:20]4[CH:27]=[CH:26][C:23]([C:24]#[N:25])=[C:22]([O:28]C)[CH:21]=4)=[C:15]3[N:14]=[CH:13][CH:12]=1)[CH2:7]2)[CH3:2].B(Br)(Br)Br, predict the reaction product. The product is: [CH2:1]([N:3]1[CH:4]2[CH2:10][CH2:9][CH:8]1[CH2:7][CH:6]([C:11]1[N:16]3[N:17]=[C:18]([C:30]4[CH:31]=[CH:32][N:33]=[CH:34][CH:35]=4)[C:19]([C:20]4[CH:27]=[CH:26][C:23]([C:24]#[N:25])=[C:22]([OH:28])[CH:21]=4)=[C:15]3[N:14]=[CH:13][CH:12]=1)[CH2:5]2)[CH3:2]. (7) The product is: [C:1]([O:5][C:6](=[O:7])[NH:8][CH:9]([C:13]1[CH:18]=[CH:17][CH:16]=[C:15]([Cl:19])[CH:14]=1)[C:10](=[O:12])[NH:21][C:33]1[CH:28]=[N:29][CH:30]=[CH:31][CH:32]=1)([CH3:2])([CH3:3])[CH3:4]. Given the reactants [C:1]([O:5][C:6]([NH:8][CH:9]([C:13]1[CH:18]=[CH:17][CH:16]=[C:15]([Cl:19])[CH:14]=1)[C:10]([OH:12])=O)=[O:7])([CH3:4])([CH3:3])[CH3:2].C[N:21]1CCOCC1.N[C:28]1[CH:33]=[CH:32][CH:31]=[CH:30][N:29]=1, predict the reaction product. (8) Given the reactants [C:1]([O:5][C:6]1[CH:11]=[CH:10][C:9]([CH:12](O)[CH2:13][CH2:14][CH3:15])=[CH:8][CH:7]=1)([CH3:4])([CH3:3])[CH3:2].C(N(CC)CC)C.C(OCC)(=[O:26])C.[CH3:30][S:31](Cl)(=[O:33])=[O:32], predict the reaction product. The product is: [CH3:30][S:31]([O:33][CH2:15][CH2:14][CH2:13][CH2:12][C:9]1[CH:10]=[CH:11][C:6]([O:5][C:1]([CH3:4])([CH3:3])[CH3:2])=[CH:7][CH:8]=1)(=[O:26])=[O:32].